Dataset: Full USPTO retrosynthesis dataset with 1.9M reactions from patents (1976-2016). Task: Predict the reactants needed to synthesize the given product. (1) Given the product [Cl:1][C:2]1[CH:3]=[C:4]([CH:35]=[CH:36][CH:37]=1)[CH2:5][NH:6][C:7]1[CH:8]=[C:9]([CH2:13][C:15]2[C:23]3[C:18](=[N:19][CH:20]=[C:21]([F:24])[CH:22]=3)[NH:17][CH:16]=2)[N:10]([CH3:12])[N:11]=1, predict the reactants needed to synthesize it. The reactants are: [Cl:1][C:2]1[CH:3]=[C:4]([CH:35]=[CH:36][CH:37]=1)[CH2:5][NH:6][C:7]1[CH:8]=[C:9]([CH:13]([C:15]2[C:23]3[C:18](=[N:19][CH:20]=[C:21]([F:24])[CH:22]=3)[N:17]([Si](C(C)C)(C(C)C)C(C)C)[CH:16]=2)O)[N:10]([CH3:12])[N:11]=1.C([SiH](CC)CC)C.FC(F)(F)C(O)=O. (2) Given the product [Br:1][C:2]1[CH:7]=[CH:6][CH:5]=[CH:4][C:3]=1[O:8][CH2:10][C:11]([CH3:14])([OH:13])[CH3:12], predict the reactants needed to synthesize it. The reactants are: [Br:1][C:2]1[CH:7]=[CH:6][CH:5]=[CH:4][C:3]=1[OH:8].Cl[CH2:10][C:11]([CH3:14])([OH:13])[CH3:12].C(=O)([O-])[O-].[Na+].[Na+].